This data is from Forward reaction prediction with 1.9M reactions from USPTO patents (1976-2016). The task is: Predict the product of the given reaction. (1) Given the reactants Cl.[OH:2][CH2:3][C@H:4]1[CH2:8][CH2:7][CH2:6][N:5]1[CH2:9][CH2:10][C:11]1[O:12][C:13]([C:15]2[C:20]([CH:21]=1)=[C:19]([CH3:22])[CH:18]=[CH:17][CH:16]=2)=O.C(=O)([O-])[O-].[NH4+:27].[NH4+].[OH-].[Na+], predict the reaction product. The product is: [OH:2][CH2:3][C@H:4]1[CH2:8][CH2:7][CH2:6][N:5]1[CH2:9][CH2:10][C:11]1[NH:27][C:13](=[O:12])[C:15]2[C:20]([CH:21]=1)=[C:19]([CH3:22])[CH:18]=[CH:17][CH:16]=2. (2) Given the reactants [OH:1][C:2]1[C:7](=[O:8])[CH:6]=[CH:5][O:4][C:3]=1[CH3:9].[CH2:10](Cl)[C:11]1[CH:16]=[CH:15][CH:14]=[CH:13][CH:12]=1.[OH-].[Na+], predict the reaction product. The product is: [CH2:10]([O:1][C:2]1[C:7](=[O:8])[CH:6]=[CH:5][O:4][C:3]=1[CH3:9])[C:11]1[CH:16]=[CH:15][CH:14]=[CH:13][CH:12]=1. (3) Given the reactants [O:1]1[C:5]2[CH:6]=[CH:7][CH:8]=[CH:9][C:4]=2[CH:3]=[C:2]1[C:10](=O)[C:11]([O:13]CC)=O.[C:17]1([NH2:24])[CH:22]=[CH:21][CH:20]=[CH:19][C:18]=1[NH2:23], predict the reaction product. The product is: [O:1]1[C:5]2[CH:6]=[CH:7][CH:8]=[CH:9][C:4]=2[CH:3]=[C:2]1[C:10]1[C:11]([OH:13])=[N:23][C:18]2[C:17]([N:24]=1)=[CH:22][CH:21]=[CH:20][CH:19]=2. (4) Given the reactants C([NH:8][C@@H:9]1[C@H:13]([OH:14])[C@@H:12]([CH3:15])[O:11][C@H:10]1[N:16]1[CH:24]=[N:23][C:22]2[C:17]1=[N:18][C:19]([O:26][CH:27]1[CH2:31][CH2:30][CH2:29][CH2:28]1)=[N:20][C:21]=2[NH2:25])C1C=CC=CC=1.C([O-])=O.[NH4+], predict the reaction product. The product is: [NH2:8][C@@H:9]1[C@H:13]([OH:14])[C@@H:12]([CH3:15])[O:11][C@H:10]1[N:16]1[CH:24]=[N:23][C:22]2[C:17]1=[N:18][C:19]([O:26][CH:27]1[CH2:28][CH2:29][CH2:30][CH2:31]1)=[N:20][C:21]=2[NH2:25]. (5) Given the reactants [F:1][CH:2]([F:4])I.C(=O)([O-])[O-].[K+].[K+].[OH:11][C:12]1[CH:21]=[CH:20][C:15]([C:16]([O:18][CH3:19])=[O:17])=[CH:14][C:13]=1[I:22], predict the reaction product. The product is: [F:1][CH:2]([F:4])[O:11][C:12]1[CH:21]=[CH:20][C:15]([C:16]([O:18][CH3:19])=[O:17])=[CH:14][C:13]=1[I:22]. (6) Given the reactants [Cl:1][C:2]1[CH:34]=[CH:33][C:32]([F:35])=[CH:31][C:3]=1[CH2:4][C:5]1[C:6]([N:16]2[C:20](=O)[CH2:19][CH2:18][CH:17]2[CH2:22][NH:23][C:24](=[O:30])[O:25][C:26]([CH3:29])([CH3:28])[CH3:27])=[N:7][N:8]2[CH:13]=[CH:12][N:11]([CH3:14])[C:10](=[O:15])[C:9]=12.CO, predict the reaction product. The product is: [Cl:1][C:2]1[CH:34]=[CH:33][C:32]([F:35])=[CH:31][C:3]=1[CH2:4][C:5]1[C:6]([N:16]2[CH2:20][CH2:19][CH2:18][CH:17]2[CH2:22][NH:23][C:24](=[O:30])[O:25][C:26]([CH3:27])([CH3:28])[CH3:29])=[N:7][N:8]2[CH:13]=[CH:12][N:11]([CH3:14])[C:10](=[O:15])[C:9]=12. (7) Given the reactants [F:1][C:2]1[CH:3]=[C:4](/[CH:28]=[CH:29]/[C:30]([O:32]CC)=[O:31])[CH:5]=[CH:6][C:7]=1[O:8][C:9]1[C:18]2[C:13](=[CH:14][C:15]([O:19][CH3:20])=[CH:16][CH:17]=2)[CH:12]=[C:11]([CH3:21])[C:10]=1[C:22]1[CH:27]=[CH:26][CH:25]=[CH:24][CH:23]=1.[OH-].[Na+].Cl, predict the reaction product. The product is: [F:1][C:2]1[CH:3]=[C:4](/[CH:28]=[CH:29]/[C:30]([OH:32])=[O:31])[CH:5]=[CH:6][C:7]=1[O:8][C:9]1[C:18]2[C:13](=[CH:14][C:15]([O:19][CH3:20])=[CH:16][CH:17]=2)[CH:12]=[C:11]([CH3:21])[C:10]=1[C:22]1[CH:27]=[CH:26][CH:25]=[CH:24][CH:23]=1. (8) Given the reactants [C:1]([O:5][C:6](=[O:22])[NH:7][C:8]1[CH:13]=[CH:12][C:11]([C:14]2[CH:19]=[CH:18][CH:17]=[CH:16][C:15]=2[F:20])=[CH:10][C:9]=1[NH2:21])([CH3:4])([CH3:3])[CH3:2].[C:23]([C:25]1[CH:29]=[CH:28][S:27][C:26]=1[C:30]1[O:35]C(C)(C)[O:33][C:32](=O)[CH:31]=1)#[N:24], predict the reaction product. The product is: [C:1]([O:5][C:6](=[O:22])[NH:7][C:8]1[CH:13]=[CH:12][C:11]([C:14]2[CH:19]=[CH:18][CH:17]=[CH:16][C:15]=2[F:20])=[CH:10][C:9]=1[NH:21][C:32](=[O:33])[CH2:31][C:30]([C:26]1[S:27][CH:28]=[CH:29][C:25]=1[C:23]#[N:24])=[O:35])([CH3:4])([CH3:2])[CH3:3]. (9) Given the reactants [CH:1]1([CH2:9][OH:10])[C:3]2([CH2:8][CH2:7][CH2:6][CH2:5][CH2:4]2)[CH2:2]1.CC(C)([O-])C.[K+].[N:17]1([S:21]([NH:24][C:25](=[O:35])[C:26]2[CH:31]=[C:30]([Cl:32])[C:29](F)=[CH:28][C:27]=2[F:34])(=[O:23])=[O:22])[CH2:20][CH2:19][CH2:18]1.Cl, predict the reaction product. The product is: [N:17]1([S:21]([NH:24][C:25](=[O:35])[C:26]2[CH:31]=[C:30]([Cl:32])[C:29]([O:10][CH2:9][CH:1]3[C:3]4([CH2:8][CH2:7][CH2:6][CH2:5][CH2:4]4)[CH2:2]3)=[CH:28][C:27]=2[F:34])(=[O:23])=[O:22])[CH2:20][CH2:19][CH2:18]1. (10) Given the reactants Cl[C:2]1[N:3]=[C:4]([N:20]2[CH2:25][CH2:24][O:23][CH2:22][CH2:21]2)[C:5]2[S:10][C:9]([C:11]3[CH:12]=[C:13]([CH:17]=[CH:18][CH:19]=3)[C:14]([OH:16])=[O:15])=[CH:8][C:6]=2[N:7]=1.[NH2:26][C:27]1[CH:32]=[CH:31][C:30](B2OC(C)(C)C(C)(C)O2)=[CH:29][N:28]=1, predict the reaction product. The product is: [NH2:26][C:27]1[N:28]=[CH:29][C:30]([C:2]2[N:3]=[C:4]([N:20]3[CH2:25][CH2:24][O:23][CH2:22][CH2:21]3)[C:5]3[S:10][C:9]([C:11]4[CH:12]=[C:13]([CH:17]=[CH:18][CH:19]=4)[C:14]([OH:16])=[O:15])=[CH:8][C:6]=3[N:7]=2)=[CH:31][CH:32]=1.